Dataset: Reaction yield outcomes from USPTO patents with 853,638 reactions. Task: Predict the reaction yield, written as a fraction of the theoretical maximum amount of product (1.0 means a 100% yield; for example, 0.34 means a 34% yield). (1) The reactants are F[C:2]1[CH:7]=[C:6]([CH:8]([CH2:17][C:18](=O)[C:19]([CH3:22])([CH3:21])[CH3:20])[C:9]([C:11]2[CH:16]=[CH:15][CH:14]=[CH:13][CH:12]=2)=O)C=C[N:3]=1.[C:24]([O-:27])(=O)[CH3:25].[NH4+:28].C([O-])(O)=O.[Na+].CCOC(C)=O. The catalyst is C(O)(=O)C. The product is [C:19]([C:18]1[NH:28][C:9]([C:11]2[CH:16]=[CH:15][CH:14]=[CH:13][CH:12]=2)=[C:8]([C:6]2[CH:7]=[CH:2][NH:3][C:24](=[O:27])[CH:25]=2)[CH:17]=1)([CH3:22])([CH3:21])[CH3:20]. The yield is 0.780. (2) The reactants are [N:1]([O-])=O.[Na+].[Cl:5][C:6]1[CH:12]=[CH:11][C:9]([NH2:10])=[CH:8][C:7]=1[F:13].Cl.C([O-])(=O)C.[K+].[CH3:20][CH:21](C(C)=O)[C:22]([O:24][CH2:25][CH3:26])=[O:23]. The catalyst is O.CO.C(O)C. The product is [Cl:5][C:6]1[CH:12]=[CH:11][C:9]([NH:10][N:1]=[C:21]([CH3:20])[C:22]([O:24][CH2:25][CH3:26])=[O:23])=[CH:8][C:7]=1[F:13]. The yield is 0.300. (3) The reactants are [NH2:1][C:2]1[N:3]=[C:4]([NH:12][C@H:13]([C:15]2[N:24]([C:25]3[CH:30]=[CH:29][CH:28]=[CH:27][CH:26]=3)[C:23](=[O:31])[C:22]3[C:17](=[CH:18][CH:19]=[CH:20][C:21]=3Cl)[N:16]=2)[CH3:14])[C:5]2[N:11]=[CH:10][CH:9]=[CH:8][C:6]=2[N:7]=1.[CH3:33][C:34]1[N:39]=[CH:38][C:37](B2OC(C)(C)C(C)(C)O2)=[CH:36][N:35]=1.C1(P(C2CCCCC2)C2C=CC=CC=2C2C(OC(C)C)=CC=CC=2OC(C)C)CCCCC1.C([O-])([O-])=O.[Na+].[Na+]. The catalyst is O1CCOCC1.O.C([O-])(=O)C.[Pd+2].C([O-])(=O)C. The product is [NH2:1][C:2]1[N:3]=[C:4]([NH:12][C@H:13]([C:15]2[N:24]([C:25]3[CH:30]=[CH:29][CH:28]=[CH:27][CH:26]=3)[C:23](=[O:31])[C:22]3[C:17](=[CH:18][CH:19]=[CH:20][C:21]=3[C:37]3[CH:36]=[N:35][C:34]([CH3:33])=[N:39][CH:38]=3)[N:16]=2)[CH3:14])[C:5]2[N:11]=[CH:10][CH:9]=[CH:8][C:6]=2[N:7]=1. The yield is 0.500. (4) The reactants are [C:1]([O:5][C:6](=[O:36])[CH2:7][C:8]1([C:24]([O:26][CH2:27][C:28]2[CH:33]=[CH:32][C:31]([O:34][CH3:35])=[CH:30][CH:29]=2)=[O:25])[CH:12]([CH3:13])[CH2:11][N:10]([C:14]([O:16][CH2:17][C:18]2[CH:23]=[CH:22][CH:21]=[CH:20][CH:19]=2)=[O:15])[CH2:9]1)([CH3:4])([CH3:3])[CH3:2]. The catalyst is CCCCCC.C(O)C. The product is [C:1]([O:5][C:6](=[O:36])[CH2:7][C@@:8]1([C:24]([O:26][CH2:27][C:28]2[CH:33]=[CH:32][C:31]([O:34][CH3:35])=[CH:30][CH:29]=2)=[O:25])[C@H:12]([CH3:13])[CH2:11][N:10]([C:14]([O:16][CH2:17][C:18]2[CH:19]=[CH:20][CH:21]=[CH:22][CH:23]=2)=[O:15])[CH2:9]1)([CH3:4])([CH3:2])[CH3:3]. The yield is 0.449.